This data is from NCI-60 drug combinations with 297,098 pairs across 59 cell lines. The task is: Regression. Given two drug SMILES strings and cell line genomic features, predict the synergy score measuring deviation from expected non-interaction effect. (1) Drug 1: C1=C(C(=O)NC(=O)N1)N(CCCl)CCCl. Drug 2: CCN(CC)CCCC(C)NC1=C2C=C(C=CC2=NC3=C1C=CC(=C3)Cl)OC. Cell line: M14. Synergy scores: CSS=3.56, Synergy_ZIP=-10.3, Synergy_Bliss=-21.1, Synergy_Loewe=-23.7, Synergy_HSA=-21.8. (2) Drug 1: CC12CCC3C(C1CCC2=O)CC(=C)C4=CC(=O)C=CC34C. Drug 2: C1CC(C1)(C(=O)O)C(=O)O.[NH2-].[NH2-].[Pt+2]. Cell line: HCC-2998. Synergy scores: CSS=37.5, Synergy_ZIP=-1.94, Synergy_Bliss=-0.613, Synergy_Loewe=-13.7, Synergy_HSA=-1.63. (3) Drug 1: CC1C(C(CC(O1)OC2CC(OC(C2O)C)OC3=CC4=CC5=C(C(=O)C(C(C5)C(C(=O)C(C(C)O)O)OC)OC6CC(C(C(O6)C)O)OC7CC(C(C(O7)C)O)OC8CC(C(C(O8)C)O)(C)O)C(=C4C(=C3C)O)O)O)O. Drug 2: CN(C(=O)NC(C=O)C(C(C(CO)O)O)O)N=O. Cell line: UACC62. Synergy scores: CSS=34.6, Synergy_ZIP=-0.447, Synergy_Bliss=0.334, Synergy_Loewe=-41.1, Synergy_HSA=-0.408. (4) Drug 1: C1C(C(OC1N2C=NC3=C(N=C(N=C32)Cl)N)CO)O. Drug 2: N.N.Cl[Pt+2]Cl. Cell line: OVCAR-8. Synergy scores: CSS=47.4, Synergy_ZIP=-1.45, Synergy_Bliss=-0.928, Synergy_Loewe=-9.64, Synergy_HSA=4.79. (5) Drug 1: CC1CCC2CC(C(=CC=CC=CC(CC(C(=O)C(C(C(=CC(C(=O)CC(OC(=O)C3CCCCN3C(=O)C(=O)C1(O2)O)C(C)CC4CCC(C(C4)OC)O)C)C)O)OC)C)C)C)OC. Drug 2: CS(=O)(=O)OCCCCOS(=O)(=O)C. Cell line: K-562. Synergy scores: CSS=41.8, Synergy_ZIP=-3.86, Synergy_Bliss=-6.53, Synergy_Loewe=-11.0, Synergy_HSA=-3.98. (6) Drug 1: CNC(=O)C1=NC=CC(=C1)OC2=CC=C(C=C2)NC(=O)NC3=CC(=C(C=C3)Cl)C(F)(F)F. Drug 2: CC(C)NC(=O)C1=CC=C(C=C1)CNNC.Cl. Cell line: HT29. Synergy scores: CSS=3.46, Synergy_ZIP=0.0440, Synergy_Bliss=1.15, Synergy_Loewe=1.47, Synergy_HSA=1.02. (7) Drug 1: C(CN)CNCCSP(=O)(O)O. Drug 2: CC1C(C(CC(O1)OC2CC(CC3=C2C(=C4C(=C3O)C(=O)C5=CC=CC=C5C4=O)O)(C(=O)C)O)N)O. Cell line: SN12C. Synergy scores: CSS=34.3, Synergy_ZIP=-0.678, Synergy_Bliss=-3.49, Synergy_Loewe=-50.2, Synergy_HSA=-4.26. (8) Drug 1: C1CCC(C1)C(CC#N)N2C=C(C=N2)C3=C4C=CNC4=NC=N3. Drug 2: N.N.Cl[Pt+2]Cl. Cell line: SF-539. Synergy scores: CSS=-0.187, Synergy_ZIP=-1.71, Synergy_Bliss=-4.68, Synergy_Loewe=-4.89, Synergy_HSA=-4.03. (9) Drug 1: CNC(=O)C1=CC=CC=C1SC2=CC3=C(C=C2)C(=NN3)C=CC4=CC=CC=N4. Drug 2: CS(=O)(=O)C1=CC(=C(C=C1)C(=O)NC2=CC(=C(C=C2)Cl)C3=CC=CC=N3)Cl. Cell line: COLO 205. Synergy scores: CSS=-6.09, Synergy_ZIP=14.8, Synergy_Bliss=1.35, Synergy_Loewe=-7.79, Synergy_HSA=-6.39.